Dataset: Catalyst prediction with 721,799 reactions and 888 catalyst types from USPTO. Task: Predict which catalyst facilitates the given reaction. (1) Reactant: [NH2:1][C:2]1[N:7]=[C:6]([NH:8][CH2:9][CH2:10][CH3:11])[C:5]([C:12]([O:14][CH2:15][CH3:16])=[O:13])=[CH:4][N:3]=1.Br[C:18]1[CH:25]=[CH:24][C:21]([C:22]#[N:23])=[CH:20][CH:19]=1.C(=O)([O-])[O-].[Cs+].[Cs+]. Product: [C:22]([C:21]1[CH:24]=[CH:25][C:18]([NH:1][C:2]2[N:7]=[C:6]([NH:8][CH2:9][CH2:10][CH3:11])[C:5]([C:12]([O:14][CH2:15][CH3:16])=[O:13])=[CH:4][N:3]=2)=[CH:19][CH:20]=1)#[N:23]. The catalyst class is: 62. (2) Reactant: [CH3:1][O:2][C:3]1[CH:4]=[C:5]2[C:10](=[CH:11][C:12]=1[O:13][CH3:14])[N:9]=[CH:8][CH:7]=[C:6]2[O:15][C:16]1[C:22]([CH3:23])=[CH:21][C:19]([NH2:20])=[C:18]([CH3:24])[CH:17]=1.C(N(CC)CC)C.[C:32](Cl)(Cl)=[S:33].[NH2:36][N:37]1[CH2:42][CH2:41][CH2:40][CH2:39][CH2:38]1. Product: [CH3:1][O:2][C:3]1[CH:4]=[C:5]2[C:10](=[CH:11][C:12]=1[O:13][CH3:14])[N:9]=[CH:8][CH:7]=[C:6]2[O:15][C:16]1[C:22]([CH3:23])=[CH:21][C:19]([NH:20][C:32]([NH:36][N:37]2[CH2:42][CH2:41][CH2:40][CH2:39][CH2:38]2)=[S:33])=[C:18]([CH3:24])[CH:17]=1. The catalyst class is: 42. (3) Reactant: C([O:5][N:6]1[CH2:12][CH2:11][CH2:10][N:9]([CH3:13])[C@@H:8]([CH2:14][N:15]([S:33]([CH3:36])(=[O:35])=[O:34])[C:16]2[CH:21]=[CH:20][C:19]([O:22][C:23]3[CH:28]=[CH:27][C:26]([C:29]([F:32])([F:31])[F:30])=[CH:25][CH:24]=3)=[CH:18][CH:17]=2)[C:7]1=[O:37])(C)(C)C.FC(F)(F)C(O)=O.CCCCCC. Product: [OH:5][N:6]1[CH2:12][CH2:11][CH2:10][N:9]([CH3:13])[C@@H:8]([CH2:14][N:15]([S:33]([CH3:36])(=[O:35])=[O:34])[C:16]2[CH:21]=[CH:20][C:19]([O:22][C:23]3[CH:28]=[CH:27][C:26]([C:29]([F:32])([F:31])[F:30])=[CH:25][CH:24]=3)=[CH:18][CH:17]=2)[C:7]1=[O:37]. The catalyst class is: 28.